From a dataset of Forward reaction prediction with 1.9M reactions from USPTO patents (1976-2016). Predict the product of the given reaction. (1) Given the reactants Cl[CH2:2][C:3]1[N:8]=[C:7]([C:9]#[N:10])[CH:6]=[CH:5][CH:4]=1.[Br:11][C:12]1[CH:17]=[CH:16][CH:15]=[CH:14][C:13]=1[OH:18].C([O-])([O-])=O.[Cs+].[Cs+].C(#N)C, predict the reaction product. The product is: [Br:11][C:12]1[CH:17]=[CH:16][CH:15]=[CH:14][C:13]=1[O:18][CH2:2][C:3]1[N:8]=[C:7]([C:9]#[N:10])[CH:6]=[CH:5][CH:4]=1. (2) Given the reactants N(OC(C)(C)C)=O.N[C:9]1[CH:10]=[CH:11][C:12]([O:17][C:18]([F:21])([F:20])[F:19])=[C:13]([CH2:15][OH:16])[CH:14]=1.[ClH:22], predict the reaction product. The product is: [Cl:22][C:9]1[CH:10]=[CH:11][C:12]([O:17][C:18]([F:21])([F:20])[F:19])=[C:13]([CH2:15][OH:16])[CH:14]=1. (3) Given the reactants Br[C:2]1[CH:3]=[C:4]([CH:9]2[CH2:11][CH2:10]2)[C:5]([NH2:8])=[N:6][CH:7]=1.[CH3:12][C:13]1([CH3:29])[C:17]([CH3:19])([CH3:18])[O:16][B:15]([B:15]2[O:16][C:17]([CH3:19])([CH3:18])[C:13]([CH3:29])([CH3:12])[O:14]2)[O:14]1.C([O-])(=O)C.[K+], predict the reaction product. The product is: [CH:9]1([C:4]2[C:5]([NH2:8])=[N:6][CH:7]=[C:2]([B:15]3[O:16][C:17]([CH3:19])([CH3:18])[C:13]([CH3:29])([CH3:12])[O:14]3)[CH:3]=2)[CH2:11][CH2:10]1.